Dataset: NCI-60 drug combinations with 297,098 pairs across 59 cell lines. Task: Regression. Given two drug SMILES strings and cell line genomic features, predict the synergy score measuring deviation from expected non-interaction effect. (1) Drug 1: CC12CCC3C(C1CCC2=O)CC(=C)C4=CC(=O)C=CC34C. Drug 2: CC12CCC3C(C1CCC2OP(=O)(O)O)CCC4=C3C=CC(=C4)OC(=O)N(CCCl)CCCl.[Na+]. Cell line: OVCAR-4. Synergy scores: CSS=3.06, Synergy_ZIP=-12.6, Synergy_Bliss=-22.3, Synergy_Loewe=-31.3, Synergy_HSA=-22.9. (2) Drug 1: C1=NNC2=C1C(=O)NC=N2. Drug 2: COC1=C2C(=CC3=C1OC=C3)C=CC(=O)O2. Cell line: RXF 393. Synergy scores: CSS=-1.48, Synergy_ZIP=0.918, Synergy_Bliss=1.14, Synergy_Loewe=-1.79, Synergy_HSA=-1.79. (3) Drug 1: CC1=C(C=C(C=C1)NC(=O)C2=CC=C(C=C2)CN3CCN(CC3)C)NC4=NC=CC(=N4)C5=CN=CC=C5. Drug 2: C1CNP(=O)(OC1)N(CCCl)CCCl. Cell line: MDA-MB-231. Synergy scores: CSS=7.52, Synergy_ZIP=-2.25, Synergy_Bliss=-0.488, Synergy_Loewe=-2.51, Synergy_HSA=0.192. (4) Drug 1: CC1=C2C(C(=O)C3(C(CC4C(C3C(C(C2(C)C)(CC1OC(=O)C(C(C5=CC=CC=C5)NC(=O)OC(C)(C)C)O)O)OC(=O)C6=CC=CC=C6)(CO4)OC(=O)C)OC)C)OC. Drug 2: CC1=C(C=C(C=C1)C(=O)NC2=CC(=CC(=C2)C(F)(F)F)N3C=C(N=C3)C)NC4=NC=CC(=N4)C5=CN=CC=C5. Cell line: NCI/ADR-RES. Synergy scores: CSS=12.3, Synergy_ZIP=7.38, Synergy_Bliss=13.0, Synergy_Loewe=7.91, Synergy_HSA=11.6. (5) Cell line: MCF7. Drug 1: CN(C)C1=NC(=NC(=N1)N(C)C)N(C)C. Drug 2: C1=NNC2=C1C(=O)NC=N2. Synergy scores: CSS=8.89, Synergy_ZIP=-0.606, Synergy_Bliss=4.28, Synergy_Loewe=-0.0546, Synergy_HSA=1.06. (6) Drug 2: C1C(C(OC1N2C=C(C(=O)NC2=O)F)CO)O. Synergy scores: CSS=16.5, Synergy_ZIP=-7.16, Synergy_Bliss=-3.43, Synergy_Loewe=-6.91, Synergy_HSA=-2.13. Drug 1: CCC1=CC2CC(C3=C(CN(C2)C1)C4=CC=CC=C4N3)(C5=C(C=C6C(=C5)C78CCN9C7C(C=CC9)(C(C(C8N6C)(C(=O)OC)O)OC(=O)C)CC)OC)C(=O)OC.C(C(C(=O)O)O)(C(=O)O)O. Cell line: NCI/ADR-RES. (7) Drug 1: CNC(=O)C1=CC=CC=C1SC2=CC3=C(C=C2)C(=NN3)C=CC4=CC=CC=N4. Synergy scores: CSS=-0.335, Synergy_ZIP=-1.36, Synergy_Bliss=-7.56, Synergy_Loewe=-10.6, Synergy_HSA=-10.7. Cell line: MDA-MB-231. Drug 2: C(CC(=O)O)C(=O)CN.Cl. (8) Drug 1: CC1OCC2C(O1)C(C(C(O2)OC3C4COC(=O)C4C(C5=CC6=C(C=C35)OCO6)C7=CC(=C(C(=C7)OC)O)OC)O)O. Cell line: SF-295. Drug 2: CC1=C(C(=O)C2=C(C1=O)N3CC4C(C3(C2COC(=O)N)OC)N4)N. Synergy scores: CSS=73.2, Synergy_ZIP=-2.08, Synergy_Bliss=-2.52, Synergy_Loewe=-2.50, Synergy_HSA=1.97. (9) Drug 1: CC1CCC2CC(C(=CC=CC=CC(CC(C(=O)C(C(C(=CC(C(=O)CC(OC(=O)C3CCCCN3C(=O)C(=O)C1(O2)O)C(C)CC4CCC(C(C4)OC)O)C)C)O)OC)C)C)C)OC. Drug 2: CC1=C2C(C(=O)C3(C(CC4C(C3C(C(C2(C)C)(CC1OC(=O)C(C(C5=CC=CC=C5)NC(=O)OC(C)(C)C)O)O)OC(=O)C6=CC=CC=C6)(CO4)OC(=O)C)O)C)O. Cell line: OVCAR-8. Synergy scores: CSS=12.9, Synergy_ZIP=3.45, Synergy_Bliss=6.49, Synergy_Loewe=2.21, Synergy_HSA=5.76.